The task is: Predict the reaction yield, written as a fraction of the theoretical maximum amount of product (1.0 means a 100% yield; for example, 0.34 means a 34% yield).. This data is from Reaction yield outcomes from USPTO patents with 853,638 reactions. (1) The reactants are O=C1C2C(=CC=CC=2)C(=O)[N:3]1[C@@H:12]([C:23]1[CH:28]=[CH:27][C:26]([C:29]([F:32])([F:31])[F:30])=[C:25]([F:33])[CH:24]=1)[CH2:13][CH2:14][NH:15][C:16](=[O:22])[O:17][C:18]([CH3:21])([CH3:20])[CH3:19].CO.C1COCC1.O.NN. The catalyst is O. The product is [NH2:3][C@@H:12]([C:23]1[CH:28]=[CH:27][C:26]([C:29]([F:30])([F:31])[F:32])=[C:25]([F:33])[CH:24]=1)[CH2:13][CH2:14][NH:15][C:16](=[O:22])[O:17][C:18]([CH3:21])([CH3:19])[CH3:20]. The yield is 0.594. (2) The reactants are C(OC([C:6]1[N:14]2[C:9]([CH:10]=[CH:11][CH:12]=[CH:13]2)=[C:8]([C:15](=[O:23])[C:16]2[CH:21]=[CH:20][C:19]([F:22])=[CH:18][CH:17]=2)[CH:7]=1)=O)C.[OH-].[K+]. The catalyst is CO. The product is [F:22][C:19]1[CH:18]=[CH:17][C:16]([C:15]([C:8]2[CH:7]=[CH:6][N:14]3[C:9]=2[CH:10]=[CH:11][CH:12]=[CH:13]3)=[O:23])=[CH:21][CH:20]=1. The yield is 0.350. (3) The reactants are [CH3:1][N:2]1[C:10]([CH2:11][CH2:12][CH2:13][C:14]([OH:16])=[O:15])=[N:9][C:8]2[CH:7]=[C:6]([N:17]([CH2:21][CH2:22][Cl:23])[CH2:18][CH2:19][Cl:20])[CH:5]=[CH:4][C:3]1=2.Cl.[CH2:25](O)[CH2:26][CH2:27][CH3:28].C1(N=C=NC2CCCCC2)CCCCC1. The catalyst is CN(C1C=CN=CC=1)C. The product is [CH2:25]([O:15][C:14](=[O:16])[CH2:13][CH2:12][CH2:11][C:10]1[N:2]([CH3:1])[C:3]2[CH:4]=[CH:5][C:6]([N:17]([CH2:18][CH2:19][Cl:20])[CH2:21][CH2:22][Cl:23])=[CH:7][C:8]=2[N:9]=1)[CH2:26][CH2:27][CH3:28]. The yield is 0.900. (4) The reactants are [N:1]([C:4]1[CH:9]=[C:8]([Br:10])[N:7]=[C:6]([Cl:11])[C:5]=1[O:12][CH:13]([F:15])[F:14])=[N+]=[N-].[BH4-].[Na+]. The catalyst is CO. The product is [Br:10][C:8]1[N:7]=[C:6]([Cl:11])[C:5]([O:12][CH:13]([F:15])[F:14])=[C:4]([NH2:1])[CH:9]=1. The yield is 0.770. (5) The reactants are C(NC(C)C)(C)C.C([Li])CCC.[S:13]1[CH:17]=[CH:16][CH:15]=[N:14]1.[CH2:18]([N:21]([CH2:29][C:30](N(OC)C)=[O:31])[C:22](=[O:28])[O:23][C:24]([CH3:27])([CH3:26])[CH3:25])[CH:19]=[CH2:20].[Cl-].[NH4+]. The catalyst is O1CCCC1.C(OCC)(=O)C. The product is [CH2:18]([N:21]([CH2:29][C:30]([C:17]1[S:13][N:14]=[CH:15][CH:16]=1)=[O:31])[C:22](=[O:28])[O:23][C:24]([CH3:25])([CH3:26])[CH3:27])[CH:19]=[CH2:20]. The yield is 0.860. (6) The reactants are [C:1]([CH2:3][C:4]([NH:6][C:7]([NH:9][CH2:10][CH2:11][CH2:12][CH2:13][CH3:14])=[O:8])=[O:5])#[N:2].CCO.[OH-].[Na+].Cl. The catalyst is O. The product is [NH2:2][C:1]1[N:9]([CH2:10][CH2:11][CH2:12][CH2:13][CH3:14])[C:7](=[O:8])[NH:6][C:4](=[O:5])[CH:3]=1. The yield is 0.610.